The task is: Predict the reaction yield, written as a fraction of the theoretical maximum amount of product (1.0 means a 100% yield; for example, 0.34 means a 34% yield).. This data is from Reaction yield outcomes from USPTO patents with 853,638 reactions. (1) The yield is 0.0410. The product is [CH3:26][O:25][C:22]1[CH:23]=[CH:24][C:19]([S:16]([N:13]2[CH2:14][CH2:15][N:10]([CH:8]([C:5]3[N:4]=[C:3]([N:27]4[CH2:32][CH2:31][CH2:30][CH2:29][CH2:28]4)[C:2]([C:33]4[CH:38]=[CH:37][CH:36]=[CH:35][CH:34]=4)=[CH:7][N:6]=3)[CH3:9])[CH2:11][CH2:12]2)(=[O:18])=[O:17])=[CH:20][CH:21]=1. The catalyst is CN(C=O)C.C([O-])(=O)C.[Pd+2].C([O-])(=O)C. The reactants are Br[C:2]1[C:3]([N:27]2[CH2:32][CH2:31][CH2:30][CH2:29][CH2:28]2)=[N:4][C:5]([CH:8]([N:10]2[CH2:15][CH2:14][N:13]([S:16]([C:19]3[CH:24]=[CH:23][C:22]([O:25][CH3:26])=[CH:21][CH:20]=3)(=[O:18])=[O:17])[CH2:12][CH2:11]2)[CH3:9])=[N:6][CH:7]=1.[C:33]1(P([C:33]2[CH:38]=[CH:37][CH:36]=[CH:35][CH:34]=2)[C:33]2[CH:38]=[CH:37][CH:36]=[CH:35][CH:34]=2)[CH:38]=[CH:37][CH:36]=[CH:35][CH:34]=1.C([O-])([O-])=O.[K+].[K+]. (2) The yield is 0.260. The product is [Cl:33][C:30]1[CH:29]=[CH:28][C:27]([CH2:26][C:14]2[C:11]3[C:12](=[O:13])[N:7]([CH2:6][CH2:5][CH2:4][OH:3])[C:8](=[O:35])[N:9]([CH3:34])[C:10]=3[CH:17]=[N:16][C:15]=2[O:18][C:19]2[CH:24]=[CH:23][CH:22]=[C:21]([Cl:25])[CH:20]=2)=[CH:32][CH:31]=1. The reactants are C([O:3][CH2:4][CH2:5][CH2:6][N:7]1[C:12](=[O:13])[C:11]2[C:14]([CH2:26][C:27]3[CH:32]=[CH:31][C:30]([Cl:33])=[CH:29][CH:28]=3)=[C:15]([O:18][C:19]3[CH:24]=[CH:23][CH:22]=[C:21]([Cl:25])[CH:20]=3)[N:16]=[CH:17][C:10]=2[N:9]([CH3:34])[C:8]1=[O:35])=O.O[Li].O. The catalyst is C1COCC1.O.CC(=O)OCC. (3) The reactants are [C:1]([C:9]1[CH:17]=[CH:16][C:12]([C:13]([OH:15])=[O:14])=[CH:11][CH:10]=1)(=[O:8])[C:2]1[CH:7]=[CH:6][CH:5]=[CH:4][CH:3]=1.[C:18]1(C)C=CC=C[CH:19]=1.C1(C)C=CC(S(O)(=O)=O)=CC=1. The catalyst is C(O)C. The product is [C:1]([C:9]1[CH:10]=[CH:11][C:12]([C:13]([O:15][CH2:18][CH3:19])=[O:14])=[CH:16][CH:17]=1)(=[O:8])[C:2]1[CH:3]=[CH:4][CH:5]=[CH:6][CH:7]=1. The yield is 0.905. (4) The catalyst is C(Cl)Cl.C(=O)(O)[O-].[Na+]. The product is [CH3:30][O:29][C:17]1[CH:18]=[C:19]([N:22]2[CH2:23][CH2:24][N:25]([CH3:28])[CH2:26][CH2:27]2)[CH:20]=[CH:21][C:16]=1[NH:15][C:8]1[N:7]=[C:6]([O:5][C:4]2[CH:3]=[C:2]([NH:1][C:43](=[O:46])[CH:44]=[CH2:45])[CH:33]=[CH:32][CH:31]=2)[C:11]2=[CH:12][CH:13]=[CH:14][N:10]2[N:9]=1. The reactants are [NH2:1][C:2]1[CH:3]=[C:4]([CH:31]=[CH:32][CH:33]=1)[O:5][C:6]1[C:11]2=[CH:12][CH:13]=[CH:14][N:10]2[N:9]=[C:8]([NH:15][C:16]2[CH:21]=[CH:20][C:19]([N:22]3[CH2:27][CH2:26][N:25]([CH3:28])[CH2:24][CH2:23]3)=[CH:18][C:17]=2[O:29][CH3:30])[N:7]=1.CCN(C(C)C)C(C)C.[C:43](Cl)(=[O:46])[CH:44]=[CH2:45]. The yield is 0.170. (5) The reactants are Br[C:2]1[CH:3]=[CH:4][C:5]2[O:11][CH2:10][CH2:9][N:8]3[CH:12]=[C:13]([C:15]4[N:19]([CH:20]([CH3:22])[CH3:21])[N:18]=[C:17]([CH3:23])[N:16]=4)[N:14]=[C:7]3[C:6]=2[CH:24]=1.[F:25][C:26]1[N:31]=[CH:30][C:29](B(O)O)=[CH:28][CH:27]=1. No catalyst specified. The product is [F:25][C:26]1[N:31]=[CH:30][C:29]([C:2]2[CH:3]=[CH:4][C:5]3[O:11][CH2:10][CH2:9][N:8]4[CH:12]=[C:13]([C:15]5[N:19]([CH:20]([CH3:22])[CH3:21])[N:18]=[C:17]([CH3:23])[N:16]=5)[N:14]=[C:7]4[C:6]=3[CH:24]=2)=[CH:28][CH:27]=1. The yield is 0.390. (6) The reactants are [F:1][C:2]1[CH:37]=[C:36]([N+:38]([O-])=O)[CH:35]=[CH:34][C:3]=1[O:4][C:5]1[CH:10]=[CH:9][N:8]=[C:7]2[CH:11]=[C:12]([C:14]3[CH:33]=[CH:32][C:17]([CH2:18][N:19]4[CH2:24][CH2:23][N:22]([C:25]([O:27][C:28]([CH3:31])([CH3:30])[CH3:29])=[O:26])[CH2:21][CH2:20]4)=[CH:16][CH:15]=3)[S:13][C:6]=12.[NH4+].[Cl-]. The catalyst is O.CCO.CO.[Fe]. The product is [NH2:38][C:36]1[CH:35]=[CH:34][C:3]([O:4][C:5]2[CH:10]=[CH:9][N:8]=[C:7]3[CH:11]=[C:12]([C:14]4[CH:33]=[CH:32][C:17]([CH2:18][N:19]5[CH2:20][CH2:21][N:22]([C:25]([O:27][C:28]([CH3:31])([CH3:30])[CH3:29])=[O:26])[CH2:23][CH2:24]5)=[CH:16][CH:15]=4)[S:13][C:6]=23)=[C:2]([F:1])[CH:37]=1. The yield is 0.830.